Dataset: Peptide-MHC class I binding affinity with 185,985 pairs from IEDB/IMGT. Task: Regression. Given a peptide amino acid sequence and an MHC pseudo amino acid sequence, predict their binding affinity value. This is MHC class I binding data. The peptide sequence is SPRTLNAWV. The MHC is HLA-B15:01 with pseudo-sequence HLA-B15:01. The binding affinity (normalized) is 0.